Dataset: Forward reaction prediction with 1.9M reactions from USPTO patents (1976-2016). Task: Predict the product of the given reaction. (1) Given the reactants [CH2:1]([CH:3]1[C:8]([C:9]2[CH:24]=[CH:23][C:12]3[N:13]=[C:14]([C:16]4[CH:21]=[CH:20][C:19]([OH:22])=[CH:18][CH:17]=4)[O:15][C:11]=3[CH:10]=2)=[N:7][NH:6][C:5](=[O:25])[CH2:4]1)[CH3:2].Cl[CH2:27][C:28](=[O:30])[CH3:29].C(=O)([O-])[O-].[K+].[K+].[I-].[K+], predict the reaction product. The product is: [CH2:1]([CH:3]1[C:8]([C:9]2[CH:24]=[CH:23][C:12]3[N:13]=[C:14]([C:16]4[CH:21]=[CH:20][C:19]([O:22][CH2:27][C:28](=[O:30])[CH3:29])=[CH:18][CH:17]=4)[O:15][C:11]=3[CH:10]=2)=[N:7][NH:6][C:5](=[O:25])[CH2:4]1)[CH3:2]. (2) Given the reactants Cl[CH2:2][CH2:3][CH2:4][CH2:5][CH:6]1[CH2:10][CH2:9][CH:8]([C:11]2[CH:16]=[CH:15][C:14]([F:17])=[CH:13][CH:12]=2)[N:7]1[S:18]([C:21]1[CH:26]=[CH:25][C:24]([CH3:27])=[CH:23][CH:22]=1)(=[O:20])=[O:19].[NH:28]1[CH:32]=[N:31][N:30]=[N:29]1, predict the reaction product. The product is: [F:17][C:14]1[CH:15]=[CH:16][C:11]([CH:8]2[N:7]([S:18]([C:21]3[CH:22]=[CH:23][C:24]([CH3:27])=[CH:25][CH:26]=3)(=[O:20])=[O:19])[CH:6]([CH2:5][CH2:4][CH2:3][CH2:2][N:29]3[N:30]=[N:31][CH:32]=[N:28]3)[CH2:10][CH2:9]2)=[CH:12][CH:13]=1. (3) Given the reactants [CH2:1]=[C:2]([C:4]1[CH:12]=[CH:11][C:7]([C:8]([OH:10])=O)=[CH:6][CH:5]=1)[CH3:3].C(Cl)(=O)C(Cl)=O.[CH2:19]([N:21]1[C:29]2[CH:28]=[C:27]([NH2:30])[N:26]=[CH:25][C:24]=2[C:23]([CH3:31])=[CH:22]1)[CH3:20], predict the reaction product. The product is: [CH2:19]([N:21]1[C:29]2[CH:28]=[C:27]([NH:30][C:8](=[O:10])[C:7]3[CH:6]=[CH:5][C:4]([C:2]([CH3:3])=[CH2:1])=[CH:12][CH:11]=3)[N:26]=[CH:25][C:24]=2[C:23]([CH3:31])=[CH:22]1)[CH3:20]. (4) Given the reactants Br[CH:2]([CH3:4])[CH3:3].C([O-])([O-])=O.[K+].[K+].[N+:11]([C:14]1[NH:15][CH:16]=[CH:17][N:18]=1)([O-:13])=[O:12].O, predict the reaction product. The product is: [CH:2]([N:15]1[CH:16]=[CH:17][N:18]=[C:14]1[N+:11]([O-:13])=[O:12])([CH3:4])[CH3:3]. (5) Given the reactants [C:1]1(=[O:7])[O:6][C:4](=[O:5])[CH2:3][CH2:2]1.[C:8]([O:12][C:13](=[O:25])[NH:14][C:15]1[CH:20]=[CH:19][CH:18]=[C:17]([C:21](=[NH:24])[NH:22]O)[CH:16]=1)([CH3:11])([CH3:10])[CH3:9], predict the reaction product. The product is: [C:8]([O:12][C:13]([NH:14][C:15]1[CH:16]=[C:17]([C:21]2[N:24]=[C:4]([CH2:3][CH2:2][C:1]([OH:6])=[O:7])[O:5][N:22]=2)[CH:18]=[CH:19][CH:20]=1)=[O:25])([CH3:11])([CH3:9])[CH3:10]. (6) The product is: [Cl:17][C:18]1[CH:19]=[C:20]([C:21](=[O:22])[NH:10][CH2:9][C:7]2[CH:8]=[C:3]([Cl:2])[CH:4]=[CH:5][C:6]=2[S:11]([CH2:14][CH2:15][CH3:16])(=[O:13])=[O:12])[CH:24]=[C:25]([C:43]([F:45])([F:44])[F:46])[C:26]=1[CH2:27][N:28]1[CH2:33][CH2:32][CH2:31][C@H:30]([N:34]([CH3:42])[C:35](=[O:36])[O:37][C:38]([CH3:39])([CH3:40])[CH3:41])[CH2:29]1. Given the reactants Cl.[Cl:2][C:3]1[CH:4]=[CH:5][C:6]([S:11]([CH2:14][CH2:15][CH3:16])(=[O:13])=[O:12])=[C:7]([CH2:9][NH2:10])[CH:8]=1.[Cl:17][C:18]1[CH:19]=[C:20]([CH:24]=[C:25]([C:43]([F:46])([F:45])[F:44])[C:26]=1[CH2:27][N:28]1[CH2:33][CH2:32][CH2:31][C@H:30]([N:34]([CH3:42])[C:35]([O:37][C:38]([CH3:41])([CH3:40])[CH3:39])=[O:36])[CH2:29]1)[C:21](O)=[O:22], predict the reaction product. (7) Given the reactants [CH3:1][O:2][C:3]1[CH:11]=[CH:10][C:6]([C:7]([OH:9])=O)=[CH:5][CH:4]=1.CCN=C=NCCCN(C)C.C1C=CC2N(O)N=NC=2C=1.CN1CCOCC1.[NH2:40][C:41]1[CH:42]=[C:43]([CH:46]=[CH:47][CH:48]=1)[C:44]#[N:45], predict the reaction product. The product is: [C:44]([C:43]1[CH:42]=[C:41]([NH:40][C:7](=[O:9])[C:6]2[CH:5]=[CH:4][C:3]([O:2][CH3:1])=[CH:11][CH:10]=2)[CH:48]=[CH:47][CH:46]=1)#[N:45].